From a dataset of Merck oncology drug combination screen with 23,052 pairs across 39 cell lines. Regression. Given two drug SMILES strings and cell line genomic features, predict the synergy score measuring deviation from expected non-interaction effect. (1) Drug 1: O=C(NOCC(O)CO)c1ccc(F)c(F)c1Nc1ccc(I)cc1F. Drug 2: CC(C)CC(NC(=O)C(Cc1ccccc1)NC(=O)c1cnccn1)B(O)O. Cell line: ZR751. Synergy scores: synergy=-3.14. (2) Drug 1: CCC1(O)CC2CN(CCc3c([nH]c4ccccc34)C(C(=O)OC)(c3cc4c(cc3OC)N(C)C3C(O)(C(=O)OC)C(OC(C)=O)C5(CC)C=CCN6CCC43C65)C2)C1. Drug 2: O=C(O)C1(Cc2cccc(Nc3nccs3)n2)CCC(Oc2cccc(Cl)c2F)CC1. Cell line: OCUBM. Synergy scores: synergy=23.8. (3) Drug 1: CN1C(=O)C=CC2(C)C3CCC4(C)C(NC(=O)OCC(F)(F)F)CCC4C3CCC12. Drug 2: CC(C)CC(NC(=O)C(Cc1ccccc1)NC(=O)c1cnccn1)B(O)O. Cell line: RPMI7951. Synergy scores: synergy=1.40.